Dataset: Reaction yield outcomes from USPTO patents with 853,638 reactions. Task: Predict the reaction yield, written as a fraction of the theoretical maximum amount of product (1.0 means a 100% yield; for example, 0.34 means a 34% yield). (1) The yield is 0.900. The product is [Cl:1][C:2]1[CH:3]=[C:4]2[C:9](=[CH:10][CH:11]=1)[CH:8]=[C:7]([S:12]([CH2:15][CH2:16][Cl:20])(=[O:14])=[O:13])[CH:6]=[CH:5]2. The reactants are [Cl:1][C:2]1[CH:3]=[C:4]2[C:9](=[CH:10][CH:11]=1)[CH:8]=[C:7]([S:12]([CH2:15][CH2:16]O)(=[O:14])=[O:13])[CH:6]=[CH:5]2.S(Cl)([Cl:20])=O.CN(C=O)C. The catalyst is C(Cl)(Cl)Cl. (2) The yield is 0.100. The reactants are [Cl:1][C:2]1[CH:3]=[C:4]([CH:19]=[CH:20][C:21]=1[F:22])[NH:5][C:6]1[C:15]2[C:10](=[CH:11][C:12]([O:17][CH3:18])=[CH:13][C:14]=2[OH:16])[N:9]=[CH:8][N:7]=1.C1(P(C2C=CC=CC=2)C2C=CC=CC=2)C=CC=CC=1.O[CH:43]1[CH2:47][CH2:46][S:45][CH2:44]1.N(C(OC(C)(C)C)=O)=NC(OC(C)(C)C)=O. The product is [Cl:1][C:2]1[CH:3]=[C:4]([CH:19]=[CH:20][C:21]=1[F:22])[NH:5][C:6]1[C:15]2[C:10](=[CH:11][C:12]([O:17][CH3:18])=[CH:13][C:14]=2[O:16][CH:43]2[CH2:47][CH2:46][S:45][CH2:44]2)[N:9]=[CH:8][N:7]=1. The catalyst is C(Cl)Cl. (3) The reactants are [Cl:1][C:2]1[CH:3]=[N:4][N:5]([CH3:17])[C:6]=1[C:7]1[CH:15]=[CH:14][C:10]([C:11]([OH:13])=O)=[CH:9][C:8]=1[F:16].Cl.[NH2:19][C@@H:20]([CH2:33][C:34]1[CH:39]=[CH:38][CH:37]=[CH:36][C:35]=1[C:40]([F:43])([F:42])[F:41])[CH2:21][N:22]1[C:30](=[O:31])[C:29]2[C:24](=[CH:25][CH:26]=[CH:27][CH:28]=2)[C:23]1=[O:32].C(N(C(C)C)CC)(C)C.C1CN([P+](Br)(N2CCCC2)N2CCCC2)CC1.F[P-](F)(F)(F)(F)F. The catalyst is C(Cl)Cl. The product is [Cl:1][C:2]1[CH:3]=[N:4][N:5]([CH3:17])[C:6]=1[C:7]1[CH:15]=[CH:14][C:10]([C:11]([NH:19][C@@H:20]([CH2:33][C:34]2[CH:39]=[CH:38][CH:37]=[CH:36][C:35]=2[C:40]([F:43])([F:41])[F:42])[CH2:21][N:22]2[C:30](=[O:31])[C:29]3[C:24](=[CH:25][CH:26]=[CH:27][CH:28]=3)[C:23]2=[O:32])=[O:13])=[CH:9][C:8]=1[F:16]. The yield is 0.360. (4) The reactants are [CH:1]1([CH2:6][C@H:7]([C:11]2[CH:16]=[CH:15][C:14]([S:17]([CH3:20])(=[O:19])=[O:18])=[CH:13][CH:12]=2)[C:8]([OH:10])=O)[CH2:5][CH2:4][CH2:3][CH2:2]1.C(Cl)(=O)C(Cl)=O.[C:27]([O:31][N:32]=[C:33]([C:35]1[CH:40]=[N:39][C:38]([NH2:41])=[CH:37][N:36]=1)[CH3:34])([CH3:30])([CH3:29])[CH3:28].N1C(C)=CC=CC=1C. The catalyst is C(Cl)Cl.CN(C)C=O.O1CCCC1. The yield is 0.550. The product is [C:27]([O:31][N:32]=[C:33]([C:35]1[N:36]=[CH:37][C:38]([NH:41][C:8](=[O:10])[C@@H:7]([C:11]2[CH:16]=[CH:15][C:14]([S:17]([CH3:20])(=[O:19])=[O:18])=[CH:13][CH:12]=2)[CH2:6][CH:1]2[CH2:2][CH2:3][CH2:4][CH2:5]2)=[N:39][CH:40]=1)[CH3:34])([CH3:28])([CH3:29])[CH3:30]. (5) The reactants are O[Li].O.C[O:5][C:6]([C:8]1[CH:9]=[C:10]([O:14][NH2:15])[CH:11]=[CH:12][CH:13]=1)=[O:7].C1COCC1.CO.O.Cl. The catalyst is O. The product is [C:6]([C:8]1[CH:9]=[C:10]([O:14][NH2:15])[CH:11]=[CH:12][CH:13]=1)([OH:7])=[O:5]. The yield is 0.950. (6) The reactants are [OH:1][C:2]1[CH:3]=[N:4][C:5]2[C:10]([CH:11]=1)=[CH:9][CH:8]=[CH:7][CH:6]=2.CN(C)C=O.[H-].[Na+].Br[CH2:20][C:21]1[C:22]([F:35])=[C:23]([NH:28][S:29]([CH2:32][CH2:33][CH3:34])(=[O:31])=[O:30])[CH:24]=[CH:25][C:26]=1[F:27]. The catalyst is C(O)(=O)C. The product is [F:35][C:22]1[C:21]([CH2:20][O:1][C:2]2[CH:3]=[N:4][C:5]3[C:10]([CH:11]=2)=[CH:9][CH:8]=[CH:7][CH:6]=3)=[C:26]([F:27])[CH:25]=[CH:24][C:23]=1[NH:28][S:29]([CH2:32][CH2:33][CH3:34])(=[O:31])=[O:30]. The yield is 0.0800. (7) The reactants are C([Cl:4])(=O)C.[Cl:5][C:6]1[CH:43]=[CH:42][CH:41]=[CH:40][C:7]=1[C:8]([NH:10][C@H:11]1[C:19]2[C:14](=[CH:15][CH:16]=[C:17]([C:20]([N:22]3[CH2:27][CH2:26][CH2:25][C:24]4([CH2:32][CH2:31][N:30](C(OC(C)(C)C)=O)[CH2:29][CH2:28]4)[CH2:23]3)=[O:21])[CH:18]=2)[CH2:13][CH2:12]1)=[O:9]. The catalyst is C(O)C. The product is [ClH:4].[CH2:23]1[C:24]2([CH2:28][CH2:29][NH:30][CH2:31][CH2:32]2)[CH2:25][CH2:26][CH2:27][N:22]1[C:20]([C:17]1[CH:18]=[C:19]2[C:14]([CH2:13][CH2:12][C@H:11]2[NH:10][C:8](=[O:9])[C:7]2[CH:40]=[CH:41][CH:42]=[CH:43][C:6]=2[Cl:5])=[CH:15][CH:16]=1)=[O:21]. The yield is 0.820. (8) The reactants are [F:1][C:2]1[CH:7]=[CH:6][C:5]([CH:8]([C:13]2[CH:14]=[N:15][C:16]([N:19]3[CH2:24][CH2:23][N:22]([C:25]([O:27][C:28]([CH3:31])([CH3:30])[CH3:29])=[O:26])[CH2:21][CH2:20]3)=[N:17][CH:18]=2)[C:9]([O:11][CH3:12])=[O:10])=[CH:4][CH:3]=1.[Li+].[CH3:33]C([N-]C(C)C)C.CI. The catalyst is C1COCC1. The product is [F:1][C:2]1[CH:7]=[CH:6][C:5]([C:8]([C:13]2[CH:14]=[N:15][C:16]([N:19]3[CH2:24][CH2:23][N:22]([C:25]([O:27][C:28]([CH3:31])([CH3:30])[CH3:29])=[O:26])[CH2:21][CH2:20]3)=[N:17][CH:18]=2)([CH3:33])[C:9]([O:11][CH3:12])=[O:10])=[CH:4][CH:3]=1. The yield is 0.770.